Dataset: Peptide-MHC class II binding affinity with 134,281 pairs from IEDB. Task: Regression. Given a peptide amino acid sequence and an MHC pseudo amino acid sequence, predict their binding affinity value. This is MHC class II binding data. (1) The peptide sequence is ECTLFESLRDEEA. The MHC is DRB4_0101 with pseudo-sequence DRB4_0103. The binding affinity (normalized) is 0.432. (2) The peptide sequence is NIERPMFRNDLQFGF. The MHC is DRB1_0101 with pseudo-sequence DRB1_0101. The binding affinity (normalized) is 0.550. (3) The peptide sequence is EAQLNINQEWNKALGLPKYT. The MHC is DRB1_1301 with pseudo-sequence DRB1_1301. The binding affinity (normalized) is 0.738.